This data is from Catalyst prediction with 721,799 reactions and 888 catalyst types from USPTO. The task is: Predict which catalyst facilitates the given reaction. (1) Reactant: [S:1](=[N:4][C:5]1[C:6]([C:11]([OH:13])=O)=[N:7][CH:8]=[CH:9][CH:10]=1)(=[O:3])=[O:2].C1C=CC2N(O)N=NC=2C=1.CCN=C=NCCCN(C)C.C(N(CC)CC)C.[O:42]1[CH2:47][CH2:46][CH2:45][CH2:44][CH:43]1[O:48][NH2:49]. Product: [O:42]1[CH2:47][CH2:46][CH2:45][CH2:44][CH:43]1[O:48][NH:49][C:11]([C:6]1[C:5]([N:4]=[S:1](=[O:2])=[O:3])=[CH:10][CH:9]=[CH:8][N:7]=1)=[O:13]. The catalyst class is: 4. (2) Reactant: [Cl:1][C:2]1[C:7]([O:8][C:9]2[N:14]=[CH:13][CH:12]=[CH:11][N:10]=2)=[CH:6][C:5]([NH2:15])=[C:4]([F:16])[CH:3]=1.C(N(CC)CC)C.[C:24](Cl)(Cl)=[S:25]. Product: [Cl:1][C:2]1[CH:3]=[C:4]([F:16])[C:5]([N:15]=[C:24]=[S:25])=[CH:6][C:7]=1[O:8][C:9]1[N:10]=[CH:11][CH:12]=[CH:13][N:14]=1. The catalyst class is: 13. (3) Reactant: [CH3:1][S:2]([C:5]1[CH:10]=[CH:9][C:8]([OH:11])=[CH:7][C:6]=1[O:12][CH3:13])(=[O:4])=[O:3].N1C(C)=CC=CC=1C.[F:22][C:23]([F:36])([F:35])[S:24](O[S:24]([C:23]([F:36])([F:35])[F:22])(=[O:26])=[O:25])(=[O:26])=[O:25]. Product: [CH3:1][S:2]([C:5]1[CH:10]=[CH:9][C:8]([O:11][S:24]([C:23]([F:36])([F:35])[F:22])(=[O:26])=[O:25])=[CH:7][C:6]=1[O:12][CH3:13])(=[O:3])=[O:4]. The catalyst class is: 79. (4) Reactant: Br[C:2]1[CH:3]=[C:4]2[CH2:10][C:9]3([CH:15]4[CH2:16][CH2:17][N:12]([CH2:13][CH2:14]4)[CH2:11]3)[O:8][C:5]2=[N:6][CH:7]=1.[C:18]1(B(O)O)[CH:23]=[CH:22][CH:21]=[CH:20][CH:19]=1.COCCOC.C(=O)([O-])[O-].[Na+].[Na+]. Product: [C:18]1([C:2]2[CH:3]=[C:4]3[CH2:10][C:9]4([CH:15]5[CH2:16][CH2:17][N:12]([CH2:13][CH2:14]5)[CH2:11]4)[O:8][C:5]3=[N:6][CH:7]=2)[CH:23]=[CH:22][CH:21]=[CH:20][CH:19]=1. The catalyst class is: 461. (5) Reactant: C[O:2][C:3](=[O:24])[C:4]([NH2:23])([C:15]([C:17]1[CH:18]=[N:19][CH:20]=[CH:21][CH:22]=1)=[O:16])[CH2:5][C:6]1[C:14]2[C:9](=[CH:10][CH:11]=[CH:12][CH:13]=2)[NH:8][CH:7]=1.C1COCC1.[Li+].[OH-].Cl. Product: [NH:8]1[C:9]2[C:14](=[CH:13][CH:12]=[CH:11][CH:10]=2)[C:6]([CH2:5][C:4]([NH2:23])([C:15]([C:17]2[CH:18]=[N:19][CH:20]=[CH:21][CH:22]=2)=[O:16])[C:3]([OH:24])=[O:2])=[CH:7]1. The catalyst class is: 24. (6) Reactant: [C:1]1([C:11]2[O:15][N:14]=[CH:13][C:12]=2[C:16]([OH:18])=O)[C:10]2[C:5](=[CH:6][CH:7]=[CH:8][CH:9]=2)[CH:4]=[CH:3][CH:2]=1.CN(C(ON1N=NC2C=CC=CC1=2)=[N+](C)C)C.[B-](F)(F)(F)F.Cl.[NH:42]1[CH2:47][CH2:46][CH2:45][C@@H:44]([C:48]([OH:51])([CH3:50])[CH3:49])[CH2:43]1.C(N(CC)CC)C. Product: [C:1]1([C:11]2[O:15][N:14]=[CH:13][C:12]=2[C:16]([N:42]2[CH2:47][CH2:46][CH2:45][C@@H:44]([C:48]([OH:51])([CH3:50])[CH3:49])[CH2:43]2)=[O:18])[C:10]2[C:5](=[CH:6][CH:7]=[CH:8][CH:9]=2)[CH:4]=[CH:3][CH:2]=1. The catalyst class is: 343. (7) Reactant: S(Cl)(Cl)=O.CC1C=CSC=1C(O)=O.CC1C=CSC=1C(Cl)=O.[CH3:23][C:24]1[CH:28]=[CH:27][S:26][C:25]=1[C:29]([N:31]=[C:32]=[S:33])=[O:30].[CH3:34][O:35][C:36]1[CH:37]=[C:38]2[C:43](=[CH:44][C:45]=1[O:46][CH3:47])[N:42]=[CH:41][CH:40]=[C:39]2[O:48][C:49]1[CH:55]=[CH:54][C:52]([NH2:53])=[C:51]([F:56])[CH:50]=1. Product: [CH3:34][O:35][C:36]1[CH:37]=[C:38]2[C:43](=[CH:44][C:45]=1[O:46][CH3:47])[N:42]=[CH:41][CH:40]=[C:39]2[O:48][C:49]1[CH:55]=[CH:54][C:52]([NH:53][C:32]([NH:31][C:29]([C:25]2[S:26][CH:27]=[CH:28][C:24]=2[CH3:23])=[O:30])=[S:33])=[C:51]([F:56])[CH:50]=1. The catalyst class is: 548. (8) Reactant: [OH:1][C:2]1[CH:9]=[CH:8][C:5]([CH:6]=[O:7])=[CH:4][CH:3]=1.N1C=CC=CC=1.[C:16](Cl)(=[O:24])[CH2:17][CH2:18][CH2:19][CH2:20][CH2:21][CH2:22][CH3:23].N#N. Product: [C:16]([O:1][C:2]1[CH:9]=[CH:8][C:5]([CH:6]=[O:7])=[CH:4][CH:3]=1)(=[O:24])[CH2:17][CH2:18][CH2:19][CH2:20][CH2:21][CH2:22][CH3:23]. The catalyst class is: 232.